Dataset: NCI-60 drug combinations with 297,098 pairs across 59 cell lines. Task: Regression. Given two drug SMILES strings and cell line genomic features, predict the synergy score measuring deviation from expected non-interaction effect. (1) Drug 1: COC1=C(C=C2C(=C1)N=CN=C2NC3=CC(=C(C=C3)F)Cl)OCCCN4CCOCC4. Drug 2: C(CC(=O)O)C(=O)CN.Cl. Cell line: HT29. Synergy scores: CSS=14.2, Synergy_ZIP=-3.15, Synergy_Bliss=-2.56, Synergy_Loewe=-22.3, Synergy_HSA=-1.19. (2) Drug 1: CC12CCC(CC1=CCC3C2CCC4(C3CC=C4C5=CN=CC=C5)C)O. Drug 2: C(CN)CNCCSP(=O)(O)O. Cell line: COLO 205. Synergy scores: CSS=20.7, Synergy_ZIP=9.00, Synergy_Bliss=12.5, Synergy_Loewe=8.94, Synergy_HSA=8.63.